Dataset: Forward reaction prediction with 1.9M reactions from USPTO patents (1976-2016). Task: Predict the product of the given reaction. (1) Given the reactants [CH3:1][O:2][C@H:3]1[CH2:20][CH2:19][C@@:18]2([CH3:21])[C:5](=[CH:6][CH2:7][C@@H:8]3[C@@H:17]2[CH2:16][CH2:15][C@@:13]2([CH3:14])[C@H:9]3[CH2:10][CH2:11][C@@H:12]2[OH:22])[CH2:4]1.[OH:23]N1C(=O)C2=CC=CC=C2C1=O, predict the reaction product. The product is: [CH3:1][O:2][C@H:3]1[CH2:20][CH2:19][C@@:18]2([CH3:21])[C:5](=[CH:6][C:7](=[O:23])[C@@H:8]3[C@@H:17]2[CH2:16][CH2:15][C@@:13]2([CH3:14])[C@H:9]3[CH2:10][CH2:11][C@@H:12]2[OH:22])[CH2:4]1. (2) Given the reactants [C:1]([O:10][CH3:11])(=[O:9])[C:2]1[C:3](=[CH:5][CH:6]=[CH:7][CH:8]=1)[OH:4].[CH2:12]([O:15][CH2:16]Cl)[CH2:13][CH3:14].C(=O)([O-])[O-].[K+].[K+].C(OCC)(=O)C, predict the reaction product. The product is: [CH2:12]([O:15][CH2:16][O:4][C:3]1[CH:5]=[CH:6][CH:7]=[CH:8][C:2]=1[C:1]([O:10][CH3:11])=[O:9])[CH2:13][CH3:14]. (3) Given the reactants [CH3:1][C@H:2]1[NH:7][CH2:6][CH2:5][N:4]([C:8]2[CH:13]=[CH:12][CH:11]=[CH:10][C:9]=2[C:14]([F:17])([F:16])[F:15])[CH2:3]1.[C:18]([C:21]1[CH:26]=[CH:25][C:24]([S:27](Cl)(=[O:29])=[O:28])=[CH:23][CH:22]=1)(=[O:20])[CH3:19].C(N(C(C)C)CC)(C)C, predict the reaction product. The product is: [CH3:1][C@@H:2]1[CH2:3][N:4]([C:8]2[CH:13]=[CH:12][CH:11]=[CH:10][C:9]=2[C:14]([F:17])([F:15])[F:16])[CH2:5][CH2:6][N:7]1[S:27]([C:24]1[CH:23]=[CH:22][C:21]([C:18](=[O:20])[CH3:19])=[CH:26][CH:25]=1)(=[O:29])=[O:28]. (4) Given the reactants [NH2:1][C:2]1[CH:11]=[CH:10][CH:9]=[C:8]2[C:3]=1[CH:4]=[CH:5][N:6]=[CH:7]2.[I:12][CH3:13], predict the reaction product. The product is: [I-:12].[NH2:1][C:2]1[CH:11]=[CH:10][CH:9]=[C:8]2[C:3]=1[CH:4]=[CH:5][N+:6]([CH3:13])=[CH:7]2. (5) The product is: [Cl:52][C:40]1[CH:39]=[CH:38][C:37]([C:5]2[CH:4]=[CH:3][C:2]([C:58]3[CH:63]=[CH:62][CH:61]=[CH:60][N:59]=3)=[N:7][C:6]=2[C@@H:8]([NH:18][C:19](=[O:36])[CH2:20][N:21]2[C:25]3[C:26]([F:30])([F:31])[C@@H:27]4[CH2:29][C@@H:28]4[C:24]=3[C:23]([C:32]([F:35])([F:34])[F:33])=[N:22]2)[CH2:9][C:10]2[CH:15]=[C:14]([F:16])[CH:13]=[C:12]([F:17])[CH:11]=2)=[C:45]2[C:41]=1[C:42]([NH:47][S:48]([CH3:51])(=[O:50])=[O:49])=[N:43][N:44]2[CH3:46]. Given the reactants Cl[C:2]1[N:7]=[C:6]([C@@H:8]([NH:18][C:19](=[O:36])[CH2:20][N:21]2[C:25]3[C:26]([F:31])([F:30])[C@@H:27]4[CH2:29][C@@H:28]4[C:24]=3[C:23]([C:32]([F:35])([F:34])[F:33])=[N:22]2)[CH2:9][C:10]2[CH:15]=[C:14]([F:16])[CH:13]=[C:12]([F:17])[CH:11]=2)[C:5]([C:37]2[CH:38]=[CH:39][C:40]([Cl:52])=[C:41]3[C:45]=2[N:44]([CH3:46])[N:43]=[C:42]3[NH:47][S:48]([CH3:51])(=[O:50])=[O:49])=[CH:4][CH:3]=1.C([Sn](CCCC)(CCCC)[C:58]1[CH:63]=[CH:62][CH:61]=[CH:60][N:59]=1)CCC.C(Cl)Cl.[F-].[K+], predict the reaction product. (6) Given the reactants [C:1]([OH:5])(=O)[CH2:2][OH:3].[Cl:6][C:7]1[CH:8]=[C:9]([NH:21][C:22]2[C:31]3[C:26](=[CH:27][CH:28]=[CH:29][C:30]=3[O:32][CH2:33][CH2:34][NH:35][CH2:36][C:37]#[CH:38])[N:25]=[CH:24][N:23]=2)[CH:10]=[CH:11][C:12]=1[O:13][CH2:14][C:15]1[CH:20]=[CH:19][CH:18]=[CH:17][N:16]=1, predict the reaction product. The product is: [Cl:6][C:7]1[CH:8]=[C:9]([NH:21][C:22]2[C:31]3[C:26](=[CH:27][CH:28]=[CH:29][C:30]=3[O:32][CH2:33][CH2:34][N:35]([CH2:36][C:37]#[CH:38])[C:1](=[O:5])[CH2:2][OH:3])[N:25]=[CH:24][N:23]=2)[CH:10]=[CH:11][C:12]=1[O:13][CH2:14][C:15]1[CH:20]=[CH:19][CH:18]=[CH:17][N:16]=1. (7) Given the reactants [Br:1][C:2]1[CH:7]=[CH:6][C:5]([CH2:8][CH2:9][CH2:10][C:11]([NH:13][C:14]2[CH:19]=[CH:18][C:17](S(CC)(=O)=O)=[C:16]([C:25]#[N:26])[CH:15]=2)=[O:12])=[CH:4][CH:3]=1.Br[C:28]1C=CC(CCCC(O)=O)=C(C)C=1.NC1C=C(C=CC=1)C#N, predict the reaction product. The product is: [Br:1][C:2]1[CH:3]=[CH:4][C:5]([CH2:8][CH2:9][CH2:10][C:11]([NH:13][C:14]2[CH:19]=[CH:18][CH:17]=[C:16]([C:25]#[N:26])[CH:15]=2)=[O:12])=[C:6]([CH3:28])[CH:7]=1. (8) Given the reactants C1(C)C=CC=CC=1.Br[C:9]1[CH:21]=[CH:20][C:12]([C:13]([O:15][C:16]([CH3:19])([CH3:18])[CH3:17])=[O:14])=[C:11]([NH:22][C:23]2[CH:28]=[CH:27][C:26]([F:29])=[CH:25][CH:24]=2)[CH:10]=1.[CH3:30][N:31]([CH3:41])[C:32]1[CH:37]=[CH:36][C:35](B(O)O)=[CH:34][CH:33]=1.C(=O)([O-])O.[Na+], predict the reaction product. The product is: [CH3:30][N:31]([CH3:41])[C:32]1[CH:37]=[CH:36][C:35]([C:9]2[CH:21]=[CH:20][C:12]([C:13]([O:15][C:16]([CH3:19])([CH3:18])[CH3:17])=[O:14])=[C:11]([NH:22][C:23]3[CH:28]=[CH:27][C:26]([F:29])=[CH:25][CH:24]=3)[CH:10]=2)=[CH:34][CH:33]=1.